This data is from Choline transporter screen with 302,306 compounds. The task is: Binary Classification. Given a drug SMILES string, predict its activity (active/inactive) in a high-throughput screening assay against a specified biological target. (1) The compound is Clc1cc(Sc2nc(ncc2C(O)=O)c2ccccc2)ccc1. The result is 0 (inactive). (2) The compound is O=C(NC1CCCCC1)NCc1cccnc1. The result is 0 (inactive). (3) The drug is S\1C(CC(=O)N(C1=N/c1ccc(OC)cc1)C)C(O)=O. The result is 0 (inactive). (4) The molecule is O=C(Nc1ccc(cc1)C(OCCC)=O)C(CC)CC. The result is 0 (inactive). (5) The compound is Clc1ccc(COc2c(OCC)cc(cc2)/C=N\N=C(\N)N)cc1. The result is 0 (inactive). (6) The compound is o1c2n(nc(c2c(cc1=O)C)C)c1n[nH]nn1. The result is 0 (inactive).